Dataset: Forward reaction prediction with 1.9M reactions from USPTO patents (1976-2016). Task: Predict the product of the given reaction. (1) The product is: [CH:37]1([C@@H:40]([C:47]2[CH:52]=[CH:51][CH:50]=[C:49]([O:53][CH2:54][C:55]3[CH:60]=[N:59][C:58]([C:61]4[CH:66]=[C:65]([O:67][CH3:68])[CH:64]=[CH:63][C:62]=4[F:69])=[C:57]([N:70]([CH:71]([CH3:73])[CH3:72])[CH3:74])[N:56]=3)[CH:48]=2)[CH2:41][C:42]([OH:44])=[O:43])[CH2:38][CH2:39]1. Given the reactants C1([C@@H](C2C=CC=C(OCC3C=NC(C4C=C(OC)C=CC=4F)=C(N(C)C)N=3)C=2)CC(OCC)=O)CC1.[CH:37]1([C@@H:40]([C:47]2[CH:52]=[CH:51][CH:50]=[C:49]([O:53][CH2:54][C:55]3[CH:60]=[N:59][C:58]([C:61]4[CH:66]=[C:65]([O:67][CH3:68])[CH:64]=[CH:63][C:62]=4[F:69])=[C:57]([N:70]([CH3:74])[CH:71]([CH3:73])[CH3:72])[N:56]=3)[CH:48]=2)[CH2:41][C:42]([O:44]CC)=[O:43])[CH2:39][CH2:38]1, predict the reaction product. (2) Given the reactants [CH3:1][O:2][CH2:3][CH2:4][NH2:5].Br.[NH2:7][C:8]1[C:13]([CH2:14]Br)=[CH:12][C:11]([Br:16])=[CH:10][N:9]=1.CCN(C(C)C)C(C)C, predict the reaction product. The product is: [NH2:7][C:8]1[C:13]([CH2:14][NH:5][CH2:4][CH2:3][O:2][CH3:1])=[CH:12][C:11]([Br:16])=[CH:10][N:9]=1.